From a dataset of Forward reaction prediction with 1.9M reactions from USPTO patents (1976-2016). Predict the product of the given reaction. (1) Given the reactants [CH3:1][O:2][C:3]([C:5]1[C:13]2[C:8](=[CH:9][C:10]([Cl:15])=[C:11]([Br:14])[CH:12]=2)[NH:7][CH:6]=1)=[O:4].[H-].[Na+].[CH3:18][C:19]1[CH:24]=[CH:23][C:22]([S:25](Cl)(=[O:27])=[O:26])=[CH:21][CH:20]=1, predict the reaction product. The product is: [CH3:1][O:2][C:3]([C:5]1[C:13]2[C:8](=[CH:9][C:10]([Cl:15])=[C:11]([Br:14])[CH:12]=2)[N:7]([S:25]([C:22]2[CH:23]=[CH:24][C:19]([CH3:18])=[CH:20][CH:21]=2)(=[O:27])=[O:26])[CH:6]=1)=[O:4]. (2) Given the reactants F[C:2]1[CH:3]=[C:4]2[C:9](=[CH:10][C:11]=1[N+:12]([O-:14])=[O:13])[NH:8][C:7](=[O:15])[N:6]([NH:16][S:17]([CH3:20])(=[O:19])=[O:18])[C:5]2=[O:21].[CH:22]1([NH2:27])[CH2:26][CH2:25][CH2:24][CH2:23]1.C(O)C, predict the reaction product. The product is: [CH:22]1([NH:27][C:2]2[CH:3]=[C:4]3[C:9](=[CH:10][C:11]=2[N+:12]([O-:14])=[O:13])[NH:8][C:7](=[O:15])[N:6]([NH:16][S:17]([CH3:20])(=[O:19])=[O:18])[C:5]3=[O:21])[CH2:26][CH2:25][CH2:24][CH2:23]1. (3) Given the reactants Br[C:2]1[CH:10]=[CH:9][CH:8]=[C:7]2[C:3]=1[CH:4]=[C:5]([C:20]1[CH:27]=[CH:26][C:23]([CH:24]=[O:25])=[CH:22][CH:21]=1)[N:6]2[S:11]([C:14]1[CH:19]=[CH:18][CH:17]=[CH:16][CH:15]=1)(=[O:13])=[O:12].[CH3:28][CH:29]([N:31]1[CH:35]=[C:34](B2OC(C)(C)C(C)(C)O2)[C:33]([C:45]2[CH:50]=[CH:49][C:48]([N+:51]([O-:53])=[O:52])=[CH:47][CH:46]=2)=[N:32]1)[CH3:30], predict the reaction product. The product is: [CH3:30][CH:29]([N:31]1[CH:35]=[C:34]([C:2]2[CH:10]=[CH:9][CH:8]=[C:7]3[C:3]=2[CH:4]=[C:5]([C:20]2[CH:21]=[CH:22][C:23]([CH:24]=[O:25])=[CH:26][CH:27]=2)[N:6]3[S:11]([C:14]2[CH:19]=[CH:18][CH:17]=[CH:16][CH:15]=2)(=[O:13])=[O:12])[C:33]([C:45]2[CH:46]=[CH:47][C:48]([N+:51]([O-:53])=[O:52])=[CH:49][CH:50]=2)=[N:32]1)[CH3:28].